Dataset: Full USPTO retrosynthesis dataset with 1.9M reactions from patents (1976-2016). Task: Predict the reactants needed to synthesize the given product. (1) Given the product [CH2:20]([O:19][C:17](=[O:18])[C:16]1[CH:22]=[CH:23][C:13]([S:1][C:2]2[CH:11]=[CH:10][CH:9]=[CH:8][C:3]=2[C:4]([O:6][CH3:7])=[O:5])=[C:14]([N+:24]([O-:26])=[O:25])[CH:15]=1)[CH3:21], predict the reactants needed to synthesize it. The reactants are: [SH:1][C:2]1[CH:11]=[CH:10][CH:9]=[CH:8][C:3]=1[C:4]([O:6][CH3:7])=[O:5].F[C:13]1[CH:23]=[CH:22][C:16]([C:17]([O:19][CH2:20][CH3:21])=[O:18])=[CH:15][C:14]=1[N+:24]([O-:26])=[O:25].C([O-])([O-])=O.[Cs+].[Cs+]. (2) Given the product [Br:14][C:13]1[CH:12]=[C:11]2[C:7]([CH2:8][CH2:9][CH2:10]2)=[CH:6][C:5]=1[NH:4][C:1](=[O:3])[CH3:2], predict the reactants needed to synthesize it. The reactants are: [C:1]([NH:4][C:5]1[CH:6]=[C:7]2[C:11](=[CH:12][CH:13]=1)[CH2:10][CH2:9][CH2:8]2)(=[O:3])[CH3:2].[Br:14]Br.